Regression/Classification. Given a drug SMILES string, predict its absorption, distribution, metabolism, or excretion properties. Task type varies by dataset: regression for continuous measurements (e.g., permeability, clearance, half-life) or binary classification for categorical outcomes (e.g., BBB penetration, CYP inhibition). Dataset: rlm. From a dataset of Rat liver microsome stability data. (1) The molecule is Cc1c(Nc2c(C#N)cncc2C=Cc2ccc(CN3CCC(N(C)C)CC3)cc2)ccc2[nH]ccc12. The result is 0 (unstable in rat liver microsomes). (2) The molecule is CCCCc1ccc(COC(=O)N[C@H]2CNC2=O)cc1. The result is 1 (stable in rat liver microsomes). (3) The drug is CCOC(=O)C1CCN(C(=O)C2(NC(=O)Nc3ccc(F)cc3F)CCCCC2)CC1. The result is 1 (stable in rat liver microsomes). (4) The compound is O=C(O)C12CCC(C(=O)N3CC[C@@]4(S(=O)(=O)c5ccc(F)cc5)c5ccc(C(F)(C(F)(F)F)C(F)(F)F)cc5CC[C@@H]34)(CC1)CC2. The result is 0 (unstable in rat liver microsomes).